This data is from Reaction yield outcomes from USPTO patents with 853,638 reactions. The task is: Predict the reaction yield, written as a fraction of the theoretical maximum amount of product (1.0 means a 100% yield; for example, 0.34 means a 34% yield). (1) The reactants are S(O)(O)(=O)=O.[NH2:6]O.C([O-])(O)=O.[Na+].[F:13][CH2:14][C:15]([CH2:22][F:23])([CH3:21])[C:16](=[O:20])[CH2:17][C:18]#[N:19].Cl. The catalyst is CO.O. The product is [F:13][CH2:14][C:15]([C:16]1[O:20][N:19]=[C:18]([NH2:6])[CH:17]=1)([CH3:21])[CH2:22][F:23]. The yield is 0.550. (2) The reactants are Br[C:2]1[C:7](=[O:8])[N:6]([CH2:9][C:10]2[CH:15]=[CH:14][C:13]([C:16]3[C:17]([C:22]#[N:23])=[CH:18][CH:19]=[CH:20][CH:21]=3)=[CH:12][C:11]=2[F:24])[C:5]([CH2:25][CH2:26][CH2:27][CH3:28])=[N:4][C:3]=1[CH3:29].[O:30]1[C:34]2[CH:35]=[CH:36][C:37](B(O)O)=[CH:38][C:33]=2[CH2:32][CH2:31]1.C(=O)([O-])[O-].[Cs+].[Cs+]. The catalyst is O1CCOCC1.C(OCC)(=O)C.C1C=CC(P(C2C=CC=CC=2)[C-]2C=CC=C2)=CC=1.C1C=CC(P(C2C=CC=CC=2)[C-]2C=CC=C2)=CC=1.Cl[Pd]Cl.[Fe+2]. The product is [CH2:25]([C:5]1[N:6]([CH2:9][C:10]2[CH:15]=[CH:14][C:13]([C:16]3[C:17]([C:22]#[N:23])=[CH:18][CH:19]=[CH:20][CH:21]=3)=[CH:12][C:11]=2[F:24])[C:7](=[O:8])[C:2]([C:37]2[CH:36]=[CH:35][C:34]3[O:30][CH2:31][CH2:32][C:33]=3[CH:38]=2)=[C:3]([CH3:29])[N:4]=1)[CH2:26][CH2:27][CH3:28]. The yield is 0.790. (3) The reactants are [F:1][C:2]1[CH:8]=[CH:7][CH:6]=[C:5]([F:9])[C:3]=1[NH2:4].[N:10]([O-])=O.[Na+].C([O-])(=O)C.[Na+].[C:19]([CH2:22][C:23](=[O:25])[CH3:24])(=[O:21])[CH3:20]. The catalyst is C(O)(=O)C.Cl.O. The product is [F:1][C:2]1[CH:8]=[CH:7][CH:6]=[C:5]([F:9])[C:3]=1[NH:4][N:10]=[C:22]([C:23](=[O:25])[CH3:24])[C:19](=[O:21])[CH3:20]. The yield is 0.210. (4) The reactants are Br[C:2]1[CH:3]=[C:4]2[C:9](=[CH:10][CH:11]=1)[CH:8]=[C:7]([C:12]([NH:14][CH3:15])=[O:13])[CH:6]=[CH:5]2.O1CCCC1.C([Mg]Cl)(C)C.CCCCCC.C([Li])CCC.[C:37]1([S:43]([N:46]2[CH:50]=[C:49]([CH:51]=[O:52])[N:48]=[CH:47]2)(=[O:45])=[O:44])[CH:42]=[CH:41][CH:40]=[CH:39][CH:38]=1.[Cl-].[NH4+]. The catalyst is O1CCCC1.C(OCC)(=O)C. The product is [OH:52][CH:51]([C:49]1[N:48]=[CH:47][N:46]([S:43]([C:37]2[CH:38]=[CH:39][CH:40]=[CH:41][CH:42]=2)(=[O:45])=[O:44])[CH:50]=1)[C:2]1[CH:3]=[C:4]2[C:9](=[CH:10][CH:11]=1)[CH:8]=[C:7]([C:12]([NH:14][CH3:15])=[O:13])[CH:6]=[CH:5]2. The yield is 0.580. (5) The reactants are Cl[CH2:2][CH2:3][C@H:4]([N:11]1[C:19](=[O:20])[C:18]2[C:13](=[CH:14][CH:15]=[CH:16][CH:17]=2)[C:12]1=[O:21])[C:5]1[CH:10]=[CH:9][CH:8]=[CH:7][CH:6]=1.[CH3:22][CH:23]([CH3:39])[C:24]([NH:26][C:27]1[CH:32]=[CH:31][CH:30]=[C:29]([CH:33]2[CH2:38][CH2:37][NH:36][CH2:35][CH2:34]2)[CH:28]=1)=[O:25].C([O-])([O-])=O.[K+].[K+].[Na+].[I-]. The catalyst is CN(C=O)C.O. The product is [O:21]=[C:12]1[C:13]2[C:18](=[CH:17][CH:16]=[CH:15][CH:14]=2)[C:19](=[O:20])[N:11]1[C@H:4]([C:5]1[CH:10]=[CH:9][CH:8]=[CH:7][CH:6]=1)[CH2:3][CH2:2][N:36]1[CH2:37][CH2:38][CH:33]([C:29]2[CH:28]=[C:27]([NH:26][C:24](=[O:25])[CH:23]([CH3:22])[CH3:39])[CH:32]=[CH:31][CH:30]=2)[CH2:34][CH2:35]1. The yield is 0.740. (6) The reactants are [Cl:1][C:2]1[N:10]=[C:9]2[C:5]([N:6]=[CH:7][N:8]2[CH:11]2[CH2:16][CH2:15][CH2:14][CH2:13][O:12]2)=[C:4]([N:17]2[CH2:22][CH2:21][O:20][CH2:19][CH2:18]2)[N:3]=1.C([Li])CCC.[CH3:28][C:29]([CH3:31])=[O:30]. The catalyst is C1COCC1. The product is [Cl:1][C:2]1[N:10]=[C:9]2[C:5]([N:6]=[C:7]([C:29]([OH:30])([CH3:31])[CH3:28])[N:8]2[CH:11]2[CH2:16][CH2:15][CH2:14][CH2:13][O:12]2)=[C:4]([N:17]2[CH2:22][CH2:21][O:20][CH2:19][CH2:18]2)[N:3]=1. The yield is 0.980. (7) The reactants are [C:1]1([S:7]([NH:10][NH:11][C:12](=[O:20])[C:13]2[CH:18]=[CH:17][C:16]([NH2:19])=[CH:15][CH:14]=2)(=[O:9])=[O:8])[CH:6]=[CH:5][CH:4]=[CH:3][CH:2]=1.C(O)(=O)C.[CH:25](=O)[C:26]1[CH:31]=[CH:30][CH:29]=[CH:28][CH:27]=1.C(O[BH-](OC(=O)C)OC(=O)C)(=O)C.[Na+]. The catalyst is C1COCC1.CCOC(C)=O. The product is [C:1]1([S:7]([NH:10][NH:11][C:12](=[O:20])[C:13]2[CH:14]=[CH:15][C:16]([NH:19][CH2:25][C:26]3[CH:31]=[CH:30][CH:29]=[CH:28][CH:27]=3)=[CH:17][CH:18]=2)(=[O:9])=[O:8])[CH:2]=[CH:3][CH:4]=[CH:5][CH:6]=1. The yield is 0.180.